The task is: Binary Classification. Given a miRNA mature sequence and a target amino acid sequence, predict their likelihood of interaction.. This data is from Experimentally validated miRNA-target interactions with 360,000+ pairs, plus equal number of negative samples. (1) The protein sequence of the target gene is MDPLGPAKPQWSWRCCLTTLLFQLLMAVCFFSYLRVSQDDPTVYPNGSRFPDSTGTPAHSIPLILLWTWPFNKPIALPRCSEMVPGTADCNITADRKVYPQADAVIVHHREVMYNPSAQLPRSPRRQGQRWIWFSMESPSHCWQLKAMDGYFNLTMSYRSDSDIFTPYGWLEPWSGQPAHPPLNLSAKTELVAWAVSNWGPNSARVRYYQSLQAHLKVDVYGRSHKPLPQGTMMETLSRYKFYLAFENSLHPDYITEKLWRNALEAWAVPVVLGPSRSNYERFLPPDAFIHVDDFQSPKD.... Result: 1 (interaction). The miRNA is hsa-miR-10b-5p with sequence UACCCUGUAGAACCGAAUUUGUG. (2) The miRNA is hsa-miR-548g-3p with sequence AAAACUGUAAUUACUUUUGUAC. The protein sequence of the target gene is MAVESRVTQEEIKKEPEKPIDREKTCPLLLRVFTTNNGRHHRMDEFSRGNVPSSELQIYTWMDATLKELTSLVKEVYPEARKKGTHFNFAIVFTDVKRPGYRVKEIGSTMSGRKGTDDSMTLQSQKFQIGDYLDIAITPPNRAPPPSGRMRPY. Result: 0 (no interaction). (3) The miRNA is hsa-miR-6786-3p with sequence UGACGCCCCUUCUGAUUCUGCCU. The protein sequence of the target gene is MDDYSLDEFRRRWQEELAQAQAPKKRRRPEAAERRARRPEVGSGRGEQASGDPALAQRLLEGAGRPPAARATRAEGQDVASRSRSPLAREGAGGGEQLVDQLIRDLNEMNDVPFFDIQLPYELAINIFQYLDRKELGRCAQVSKTWKVIAEDEVLWYRLCQQEGHLPDSSISDYSCWKLIFQECRAKEHMLRTNWKNRKGAVSELEHVPDTVLCDVHSHDGVVIAGYTSGDVRVWDTRTWDYVAPFLESEDEEDEPGMQPNVSFVRINSSLAVAAYEDGFLNIWDLRTGKYPVHRFEHDA.... Result: 0 (no interaction). (4) The miRNA is rno-miR-98-5p with sequence UGAGGUAGUAAGUUGUAUUGUU. The protein sequence of the target gene is MSYPGYPPPPGGYPPAAPGGGPWGGAAYPPPPSMPPIGLDNVATYAGQFNQDYLSGMAANMSGTFGGANMPNLYPGAPGAGYPPVPPGGFGQPPSAQQPVPPYGMYPPPGGNPPSRMPSYPPYPGAPVPGQPMPPPGQQPPGAYPGQPPVTYPGQPPVPLPGQQQPVPSYPGYPGSGTVTPAVPPTQFGSRGTITDAPGFDPLRDAEVLRKAMKGFGTDEQAIIDCLGSRSNKQRQQILLSFKTAYGKDLIKDLKSELSGNFEKTILALMKTPVLFDIYEIKEAIKGVGTDEACLIEILA.... Result: 0 (no interaction).